This data is from Reaction yield outcomes from USPTO patents with 853,638 reactions. The task is: Predict the reaction yield, written as a fraction of the theoretical maximum amount of product (1.0 means a 100% yield; for example, 0.34 means a 34% yield). (1) The reactants are F[C:2]1[CH:9]=[CH:8][C:5]([CH:6]=[O:7])=[CH:4][CH:3]=1.[NH:10]1[CH2:13][CH:12]([C:14]([OH:16])=[O:15])[CH2:11]1.C(N(CC)CC)C. The catalyst is CS(C)=O. The product is [CH:6]([C:5]1[CH:8]=[CH:9][C:2]([N:10]2[CH2:13][CH:12]([C:14]([OH:16])=[O:15])[CH2:11]2)=[CH:3][CH:4]=1)=[O:7]. The yield is 0.480. (2) The reactants are [Cl:1][C:2]1[N:3]=[C:4](Cl)[C:5]2[O:10][CH:9]=[CH:8][C:6]=2[N:7]=1.[F:12][CH:13]([F:16])[CH2:14][NH2:15]. The catalyst is C(Cl)Cl.O1CCOCC1. The product is [Cl:1][C:2]1[N:3]=[C:4]([NH:15][CH2:14][CH:13]([F:16])[F:12])[C:5]2[O:10][CH:9]=[CH:8][C:6]=2[N:7]=1. The yield is 0.890.